This data is from Full USPTO retrosynthesis dataset with 1.9M reactions from patents (1976-2016). The task is: Predict the reactants needed to synthesize the given product. (1) Given the product [CH3:26][N:13]([C@H:10]1[CH2:11][CH2:12][NH:8][CH2:9]1)[S:14]([C:17]1[CH:22]=[CH:21][CH:20]=[CH:19][C:18]=1[N+:23]([O-:25])=[O:24])(=[O:15])=[O:16], predict the reactants needed to synthesize it. The reactants are: C(OC([N:8]1[CH2:12][CH2:11][C@H:10]([N:13]([CH3:26])[S:14]([C:17]2[CH:22]=[CH:21][CH:20]=[CH:19][C:18]=2[N+:23]([O-:25])=[O:24])(=[O:16])=[O:15])[CH2:9]1)=O)(C)(C)C.FC(F)(F)C(O)=O. (2) Given the product [F:1][C:2]([F:7])([F:6])[C:3]([OH:5])=[O:4].[N:8]1[C:13]2[NH:14][CH:15]=[CH:16][C:12]=2[C:11]([C:17]2[CH:18]=[N:19][N:20]([C@@H:22]3[CH2:27][CH2:26][C@H:25]([CH2:28][S:29]([C:31]4[CH:38]=[CH:37][CH:36]=[CH:35][C:32]=4[C:33]#[N:34])(=[O:47])=[O:30])[CH2:24][CH2:23]3)[CH:21]=2)=[N:10][CH:9]=1, predict the reactants needed to synthesize it. The reactants are: [F:1][C:2]([F:7])([F:6])[C:3]([OH:5])=[O:4].[N:8]1[C:13]2[NH:14][CH:15]=[CH:16][C:12]=2[C:11]([C:17]2[CH:18]=[N:19][N:20]([C@@H:22]3[CH2:27][CH2:26][C@H:25]([CH2:28][S:29]([C:31]4[CH:38]=[CH:37][CH:36]=[CH:35][C:32]=4[C:33]#[N:34])=[O:30])[CH2:24][CH2:23]3)[CH:21]=2)=[N:10][CH:9]=1.C1C=C(Cl)C=C(C(OO)=[O:47])C=1.CC#N.O. (3) Given the product [F:35][C:36]1[CH:37]=[C:38]([C:56]2[CH:57]=[CH:58][N:59]=[CH:60][CH:61]=2)[CH:39]=[C:40]([CH2:42][CH2:43][C:44]2[CH:49]=[CH:48][C:47]([C:50]3[CH:51]=[CH:52][N:53]=[CH:54][CH:55]=3)=[CH:46][CH:45]=2)[CH:41]=1, predict the reactants needed to synthesize it. The reactants are: FC1C=C(C=C(C2C=CN=CC=2)C=1)CCC1C=CC(N2CCN(S(C(F)(F)F)(=O)=O)CC2)=CC=1.[F:35][C:36]1[CH:37]=[C:38]([C:56]2[CH:61]=[CH:60][N:59]=[CH:58][CH:57]=2)[CH:39]=[C:40](/[CH:42]=[CH:43]/[C:44]2[CH:49]=[CH:48][C:47]([C:50]3[CH:55]=[CH:54][N:53]=[CH:52][CH:51]=3)=[CH:46][CH:45]=2)[CH:41]=1. (4) The reactants are: [NH2:1][C@H:2]([C:10]([OH:12])=[O:11])[CH2:3][CH2:4][C:5]([NH:7][CH2:8][CH3:9])=[O:6].[NH2:13][C@H:14]([C:20]([OH:22])=[O:21])[CH2:15][CH2:16][C:17]([OH:19])=[O:18]. Given the product [NH2:1][C@H:2]([C:10]([OH:12])=[O:11])[CH2:3][CH2:4][C:5](=[O:6])[NH2:7].[NH2:1][C@H:2]([C:10]([OH:12])=[O:11])[CH2:3][CH2:4][C:5]([NH:7][CH2:8][CH3:9])=[O:6].[NH2:13][C@H:14]([C:20]([OH:22])=[O:21])[CH2:15][CH2:16][C:17]([OH:19])=[O:18], predict the reactants needed to synthesize it.